Predict the reactants needed to synthesize the given product. From a dataset of Full USPTO retrosynthesis dataset with 1.9M reactions from patents (1976-2016). Given the product [ClH:3].[CH3:36][C:37]1([CH3:39])[N:14]=[C:13]([NH:12][CH2:11][C:10]2[CH:31]=[CH:32][C:33]([O:34][CH3:35])=[C:8]([O:7][CH3:6])[CH:9]=2)[NH:15][C:16]([NH:18][CH2:19][CH2:20][CH2:21][CH2:22][CH2:23][CH2:24][CH2:25][CH2:26][CH2:27][CH3:28])=[N:17]1, predict the reactants needed to synthesize it. The reactants are: CO.[ClH:3].Cl.Cl.[CH3:6][O:7][C:8]1[CH:9]=[C:10]([CH:31]=[CH:32][C:33]=1[O:34][CH3:35])[CH2:11][NH:12][C:13]([NH:15][C:16]([NH:18][CH2:19][CH2:20][CH2:21][CH2:22][CH2:23][CH2:24][CH2:25][CH2:26][CH2:27][CH2:28]CC)=[NH:17])=[NH:14].[CH3:36][C:37]([CH3:39])=O.